Task: Predict the reaction yield, written as a fraction of the theoretical maximum amount of product (1.0 means a 100% yield; for example, 0.34 means a 34% yield).. Dataset: Reaction yield outcomes from USPTO patents with 853,638 reactions The reactants are [CH:1]1([CH:4]([N:8]2[CH:12]=[C:11]([C:13]3[N:18]4[C:19](I)=[CH:20][N:21]=[C:17]4[CH:16]=[C:15]([C:23]4[CH:24]=[N:25]N(C)[CH:27]=4)[N:14]=3)[CH:10]=[N:9]2)[CH2:5][C:6]#[N:7])[CH2:3][CH2:2]1.[C:29]([Cu])#[N:30].[CH3:32][N:33](C=O)C. The catalyst is CCOC(C)=O.[NH4+].[OH-]. The product is [C:6]([CH2:5][CH:4]([N:8]1[CH:12]=[C:11]([C:13]2[N:18]3[C:19]([C:32]#[N:33])=[CH:20][N:21]=[C:17]3[CH:16]=[C:15]([C:23]3[CH:24]=[N:25][N:30]([CH3:29])[CH:27]=3)[N:14]=2)[CH:10]=[N:9]1)[CH:1]1[CH2:3][CH2:2]1)#[N:7]. The yield is 0.620.